This data is from NCI-60 drug combinations with 297,098 pairs across 59 cell lines. The task is: Regression. Given two drug SMILES strings and cell line genomic features, predict the synergy score measuring deviation from expected non-interaction effect. (1) Drug 1: CN1CCC(CC1)COC2=C(C=C3C(=C2)N=CN=C3NC4=C(C=C(C=C4)Br)F)OC. Drug 2: C1CN1P(=S)(N2CC2)N3CC3. Cell line: UACC-257. Synergy scores: CSS=6.04, Synergy_ZIP=-2.16, Synergy_Bliss=-1.64, Synergy_Loewe=-2.10, Synergy_HSA=-1.99. (2) Synergy scores: CSS=59.9, Synergy_ZIP=-12.7, Synergy_Bliss=-31.7, Synergy_Loewe=14.3, Synergy_HSA=-26.1. Cell line: MDA-MB-435. Drug 2: CC1C(C(CC(O1)OC2CC(CC3=C2C(=C4C(=C3O)C(=O)C5=CC=CC=C5C4=O)O)(C(=O)C)O)N)O. Drug 1: CN(CC1=CN=C2C(=N1)C(=NC(=N2)N)N)C3=CC=C(C=C3)C(=O)NC(CCC(=O)O)C(=O)O.